This data is from Catalyst prediction with 721,799 reactions and 888 catalyst types from USPTO. The task is: Predict which catalyst facilitates the given reaction. (1) Reactant: C(N(C(C)C)CC)(C)C.[NH2:10][C:11]1[CH:16]=[CH:15][C:14]([S:17]([NH:20][CH2:21][CH2:22][N:23]2[CH2:28][CH2:27][O:26][CH2:25][CH2:24]2)(=[O:19])=[O:18])=[CH:13][CH:12]=1.[C:29](Cl)(=[O:32])[CH:30]=[CH2:31]. Product: [N:23]1([CH2:22][CH2:21][NH:20][S:17]([C:14]2[CH:13]=[CH:12][C:11]([NH:10][C:29](=[O:32])[CH:30]=[CH2:31])=[CH:16][CH:15]=2)(=[O:19])=[O:18])[CH2:24][CH2:25][O:26][CH2:27][CH2:28]1. The catalyst class is: 1. (2) Reactant: [C:1]([O:5][C:6]([N:8]1[CH2:11][CH:10]([C:12]([OH:14])=O)[CH2:9]1)=[O:7])([CH3:4])([CH3:3])[CH3:2].C1C=CC2N(O)N=NC=2C=1.CCN=C=NCCCN(C)C.Cl.[NH2:37][CH:38]([C:48]1[O:49][C:50]([C:53]2[C:54](=[O:64])[N:55]([CH3:63])[C:56]3[C:61]([CH:62]=2)=[CH:60][CH:59]=[CH:58][CH:57]=3)=[CH:51][N:52]=1)[CH2:39][CH2:40][CH2:41][CH2:42][CH2:43][C:44](=[O:47])[CH2:45][CH3:46]. Product: [CH3:63][N:55]1[C:56]2[C:61](=[CH:60][CH:59]=[CH:58][CH:57]=2)[CH:62]=[C:53]([C:50]2[O:49][C:48]([C@@H:38]([NH:37][C:12]([CH:10]3[CH2:9][N:8]([C:6]([O:5][C:1]([CH3:2])([CH3:3])[CH3:4])=[O:7])[CH2:11]3)=[O:14])[CH2:39][CH2:40][CH2:41][CH2:42][CH2:43][C:44](=[O:47])[CH2:45][CH3:46])=[N:52][CH:51]=2)[C:54]1=[O:64]. The catalyst class is: 85. (3) Reactant: [CH3:1][C:2]1[CH:7]=[C:6]([CH2:8][O:9][C:10]2[CH:11]=[C:12]([CH2:16][CH2:17][C:18]([O:20]C)=[O:19])[CH:13]=[CH:14][CH:15]=2)[CH:5]=[CH:4][C:3]=1[C:22]1[CH:27]=[CH:26][CH:25]=[C:24]([O:28][CH3:29])[CH:23]=1.[Li+].[OH-]. Product: [CH3:1][C:2]1[CH:7]=[C:6]([CH2:8][O:9][C:10]2[CH:11]=[C:12]([CH2:16][CH2:17][C:18]([OH:20])=[O:19])[CH:13]=[CH:14][CH:15]=2)[CH:5]=[CH:4][C:3]=1[C:22]1[CH:27]=[CH:26][CH:25]=[C:24]([O:28][CH3:29])[CH:23]=1. The catalyst class is: 36. (4) Reactant: O[CH:2]1[CH2:7][CH2:6][N:5]([C:8]([O:10][C:11]([CH3:14])([CH3:13])[CH3:12])=[O:9])[CH2:4][CH2:3]1.C(N(CC)CC)C.CS(Cl)(=O)=O.[C:27]([O-:30])(=[S:29])[CH3:28].[K+]. Product: [C:27]([S:29][CH:2]1[CH2:7][CH2:6][N:5]([C:8]([O:10][C:11]([CH3:14])([CH3:13])[CH3:12])=[O:9])[CH2:4][CH2:3]1)(=[O:30])[CH3:28]. The catalyst class is: 34. (5) Reactant: [CH3:1][C:2]([N+:7]([O-:9])=[O:8])([CH2:5][OH:6])[CH2:3][OH:4].C(N([CH2:15][CH3:16])CC)C.[S:17](Cl)([C:20]1[CH:26]=[CH:25][C:23]([CH3:24])=[CH:22][CH:21]=1)(=[O:19])=[O:18]. Product: [S:17]([O:4][CH2:3][C:2]([CH3:1])([N+:7]([O-:9])=[O:8])[CH2:5][O:6][S:17]([C:16]1[CH:15]=[CH:24][C:23]([CH3:25])=[CH:22][CH:21]=1)(=[O:19])=[O:18])([C:20]1[CH:26]=[CH:25][C:23]([CH3:24])=[CH:22][CH:21]=1)(=[O:19])=[O:18]. The catalyst class is: 27. (6) Reactant: [NH2:1][C:2]1[CH:3]=[C:4]([CH:8]=[C:9]([C:11]2[CH:16]=[CH:15][N:14]=[C:13]([O:17][CH3:18])[C:12]=2[O:19][CH3:20])[CH:10]=1)[C:5]([OH:7])=[O:6].[CH3:21][O:22][C:23]1[N:28]=[C:27]([O:29][CH3:30])[C:26]([C:31]2[CH:40]=[C:39]3[C:34]([C:35](Cl)=[C:36]([C:41]([NH2:43])=[O:42])[CH:37]=[N:38]3)=[CH:33][CH:32]=2)=[CH:25][N:24]=1. Product: [NH2:43][C:41]([C:36]1[CH:37]=[N:38][C:39]2[C:34]([C:35]=1[NH:1][C:2]1[CH:3]=[C:4]([CH:8]=[C:9]([C:11]3[CH:16]=[CH:15][N:14]=[C:13]([O:17][CH3:18])[C:12]=3[O:19][CH3:20])[CH:10]=1)[C:5]([OH:7])=[O:6])=[CH:33][CH:32]=[C:31]([C:26]1[C:27]([O:29][CH3:30])=[N:28][C:23]([O:22][CH3:21])=[N:24][CH:25]=1)[CH:40]=2)=[O:42]. The catalyst class is: 15.